Predict the product of the given reaction. From a dataset of Forward reaction prediction with 1.9M reactions from USPTO patents (1976-2016). (1) Given the reactants [CH3:1][C:2]([O:9][C:10]1[CH:11]=[CH:12][CH:13]=[C:14]2[C:19]=1[N:18]=[CH:17][CH:16]=[CH:15]2)([CH3:8])[C:3]([O:5]CC)=O.[NH2:20][CH2:21][CH:22]([OH:34])[CH2:23][N:24]1[CH2:33][CH2:32][C:31]2[C:26](=[CH:27][CH:28]=[CH:29][CH:30]=2)[CH2:25]1, predict the reaction product. The product is: [CH2:25]1[C:26]2[C:31](=[CH:30][CH:29]=[CH:28][CH:27]=2)[CH2:32][CH2:33][N:24]1[CH2:23][CH:22]([OH:34])[CH2:21][NH:20][C:3](=[O:5])[C:2]([CH3:1])([O:9][C:10]1[CH:11]=[CH:12][CH:13]=[C:14]2[C:19]=1[N:18]=[CH:17][CH:16]=[CH:15]2)[CH3:8]. (2) Given the reactants [C:1]([N:5]1[C:9]2=[N:10][CH:11]=[CH:12][CH:13]=[C:8]2[C@:7]2([CH2:22][C:16]3=[N:17][CH:18]=[C:19](Cl)[CH:20]=[C:15]3[CH2:14]2)[C:6]1=[O:23])([CH3:4])([CH3:3])[CH3:2].[C:24]([O-])([O-:26])=[O:25].[K+].[K+].C1(P(C2CCCCC2)CCCP(C2CCCCC2)C2CCCCC2)CCCCC1.Cl, predict the reaction product. The product is: [C:1]([N:5]1[C:9]2=[N:10][CH:11]=[CH:12][CH:13]=[C:8]2[C@:7]2([CH2:22][C:16]3=[N:17][CH:18]=[C:19]([C:24]([OH:26])=[O:25])[CH:20]=[C:15]3[CH2:14]2)[C:6]1=[O:23])([CH3:4])([CH3:3])[CH3:2].